From a dataset of Full USPTO retrosynthesis dataset with 1.9M reactions from patents (1976-2016). Predict the reactants needed to synthesize the given product. (1) Given the product [O:50]1[CH2:51][CH2:52][N:47]([C:2]2[CH:7]=[C:6]([NH2:8])[N:5]3[N:25]=[CH:26][C:27]([C:28]4[CH:29]=[N:30][C:31]5[C:36]([CH:37]=4)=[CH:35][CH:34]=[CH:33][CH:32]=5)=[C:4]3[N:3]=2)[CH2:48][CH2:49]1, predict the reactants needed to synthesize it. The reactants are: Cl[C:2]1[CH:7]=[C:6]([N:8](COCC[Si](C)(C)C)COCC[Si](C)(C)C)[N:5]2[N:25]=[CH:26][C:27]([C:28]3[CH:29]=[N:30][C:31]4[C:36]([CH:37]=3)=[CH:35][CH:34]=[CH:33][CH:32]=4)=[C:4]2[N:3]=1.C(N(CC)C(C)C)(C)C.[NH:47]1[CH2:52][CH2:51][O:50][CH2:49][CH2:48]1. (2) The reactants are: [N:1]1([C:8]2[N:13]=[CH:12][C:11]([NH:14][C:15]([C:17]3[N:18]=[C:19]([C:26]4[CH:31]=[CH:30][CH:29]=[CH:28][CH:27]=4)[O:20][C:21]=3[C:22]([F:25])([F:24])[F:23])=[O:16])=[CH:10][CH:9]=2)[CH2:7][CH2:6][CH2:5][NH:4][CH2:3][CH2:2]1.[Cl:32][C:33]1[CH:38]=[CH:37][CH:36]=[CH:35][C:34]=1[N:39]=[C:40]=[O:41]. Given the product [Cl:32][C:33]1[CH:38]=[CH:37][CH:36]=[CH:35][C:34]=1[NH:39][C:40]([N:4]1[CH2:5][CH2:6][CH2:7][N:1]([C:8]2[N:13]=[CH:12][C:11]([NH:14][C:15]([C:17]3[N:18]=[C:19]([C:26]4[CH:31]=[CH:30][CH:29]=[CH:28][CH:27]=4)[O:20][C:21]=3[C:22]([F:23])([F:25])[F:24])=[O:16])=[CH:10][CH:9]=2)[CH2:2][CH2:3]1)=[O:41], predict the reactants needed to synthesize it. (3) Given the product [CH3:1][C:2]1[N:7]=[CH:6][C:5]([CH2:8][CH2:9][N:10]2[C:18]3[CH:17]=[CH:16][C:15]([S:19]([CH3:22])(=[O:20])=[O:21])=[CH:14][C:13]=3[C:12]3[CH2:23][N:24]4[CH2:25][CH2:26][CH:27]([C:11]2=3)[CH2:28][CH2:29]4)=[CH:4][CH:3]=1, predict the reactants needed to synthesize it. The reactants are: [CH3:1][C:2]1[N:7]=[CH:6][C:5](/[CH:8]=[CH:9]\[N:10]2[C:18]3[CH:17]=[CH:16][C:15]([S:19]([CH3:22])(=[O:21])=[O:20])=[CH:14][C:13]=3[C:12]3[CH2:23][N:24]4[CH2:29][CH2:28][CH:27]([C:11]2=3)[CH2:26][CH2:25]4)=[CH:4][CH:3]=1. (4) Given the product [NH+:49]1[CH:54]=[CH:53][CH:52]=[CH:51][CH:50]=1.[O-:34][P:33]([O:32][P:33]([O-:35])([O-:36])=[O:34])(=[O:32])[O-:35].[NH+:49]1[CH:54]=[CH:53][CH:52]=[CH:51][CH:50]=1.[NH+:49]1[CH:54]=[CH:53][CH:52]=[CH:51][CH:50]=1.[NH+:49]1[CH:54]=[CH:53][CH:52]=[CH:51][CH:50]=1, predict the reactants needed to synthesize it. The reactants are: C1([O:32][P:33]([O-:36])([O-:35])=[O:34])C([O:32][P:33]([O-:36])([O-:35])=[O:34])C([O:32][P:33]([O-:36])([O-:35])=[O:34])C([O:32][P:33]([O-:36])([O-:35])=[O:34])C([O:32][P:33]([O-:36])([O-:35])=[O:34])C1[O:32][P:33]([O-:36])([O-:35])=[O:34].[Na+].[Na+].[Na+].[Na+].[Na+].[Na+].[Na+].[Na+].[Na+].[Na+].[Na+].[Na+].[N:49]1[CH:54]=[CH:53][CH:52]=[CH:51][CH:50]=1. (5) Given the product [Br:1][C:2]1[C:3]([Cl:11])=[C:4]([CH:5]=[CH:6][CH:7]=1)[NH2:8], predict the reactants needed to synthesize it. The reactants are: [Br:1][C:2]1[CH:7]=[CH:6][CH:5]=[C:4]([N+:8]([O-])=O)[C:3]=1[Cl:11].[NH4+].[Cl-].